From a dataset of Full USPTO retrosynthesis dataset with 1.9M reactions from patents (1976-2016). Predict the reactants needed to synthesize the given product. (1) Given the product [CH3:40][O:41][C:42](=[O:50])[C:43]1[CH:48]=[CH:47][C:46]([NH:32][C:31]([C:15]2[N:14]([CH:34]([CH3:35])[CH3:36])[C:13]([CH2:12][CH2:11][CH:9]3[CH2:10][CH:5]([CH2:4][C:3]([O:2][CH3:1])=[O:39])[O:6][C:7]([CH3:37])([CH3:38])[O:8]3)=[C:17]([C:18]3[CH:23]=[CH:22][C:21]([F:24])=[CH:20][CH:19]=3)[C:16]=2[C:25]2[CH:30]=[CH:29][CH:28]=[CH:27][CH:26]=2)=[O:33])=[N:45][CH:44]=1, predict the reactants needed to synthesize it. The reactants are: [CH3:1][O:2][C:3](=[O:39])[CH2:4][CH:5]1[CH2:10][CH:9]([CH2:11][CH2:12][C:13]2[N:14]([CH:34]([CH3:36])[CH3:35])[C:15]([C:31](=[O:33])[NH2:32])=[C:16]([C:25]3[CH:30]=[CH:29][CH:28]=[CH:27][CH:26]=3)[C:17]=2[C:18]2[CH:23]=[CH:22][C:21]([F:24])=[CH:20][CH:19]=2)[O:8][C:7]([CH3:38])([CH3:37])[O:6]1.[CH3:40][O:41][C:42](=[O:50])[C:43]1[CH:48]=[CH:47][C:46](I)=[N:45][CH:44]=1.CNCCNC.[O-]P([O-])([O-])=O.[K+].[K+].[K+]. (2) The reactants are: [CH:1]1([O:6][C:7](=[O:48])[C@@H:8]([NH:40]C(OC(C)(C)C)=O)[CH2:9][CH2:10][O:11][C:12]2[CH:21]=[C:20]3[C:15]([C:16]([O:22][C:23]4[CH:28]=[CH:27][C:26]([NH:29][C:30](=[O:37])[C:31]5[CH:36]=[CH:35][CH:34]=[CH:33][CH:32]=5)=[CH:25][CH:24]=4)=[N:17][CH:18]=[N:19]3)=[CH:14][C:13]=2[O:38][CH3:39])[CH2:5][CH2:4][CH2:3][CH2:2]1.C(O)(C(F)(F)F)=O. Given the product [CH:1]1([O:6][C:7](=[O:48])[C@@H:8]([NH2:40])[CH2:9][CH2:10][O:11][C:12]2[CH:21]=[C:20]3[C:15]([C:16]([O:22][C:23]4[CH:28]=[CH:27][C:26]([NH:29][C:30](=[O:37])[C:31]5[CH:32]=[CH:33][CH:34]=[CH:35][CH:36]=5)=[CH:25][CH:24]=4)=[N:17][CH:18]=[N:19]3)=[CH:14][C:13]=2[O:38][CH3:39])[CH2:5][CH2:4][CH2:3][CH2:2]1, predict the reactants needed to synthesize it. (3) Given the product [CH:43]1([CH2:58][C:6]([NH:8][C:9]([CH3:13])([CH3:14])[C:10]([NH:33][C:24]2[S:25][C:26]([N:27]3[CH2:32][CH2:31][O:30][CH2:29][CH2:28]3)=[C:22]([C:19]3[CH:20]=[CH:21][C:16]([F:15])=[CH:17][CH:18]=3)[N:23]=2)=[O:12])=[O:7])[CH2:47][CH2:46][CH2:45][CH2:44]1, predict the reactants needed to synthesize it. The reactants are: C(O[C:6]([NH:8][C:9]([CH3:14])([CH3:13])[C:10]([OH:12])=O)=[O:7])(C)(C)C.[F:15][C:16]1[CH:21]=[CH:20][C:19]([C:22]2[N:23]=[C:24]([NH2:33])[S:25][C:26]=2[N:27]2[CH2:32][CH2:31][O:30][CH2:29][CH2:28]2)=[CH:18][CH:17]=1.CN(C(ON1N=N[C:44]2[CH:45]=[CH:46][CH:47]=N[C:43]1=2)=[N+](C)C)C.F[P-](F)(F)(F)(F)F.[CH3:58]N(C=O)C. (4) The reactants are: [C:1]([C:5]1[CH:9]=[C:8]([C:10]([CH3:13])([CH3:12])[CH3:11])[NH:7][N:6]=1)([CH3:4])([CH3:3])[CH3:2].[H-].[Na+].[H][H].Br[CH2:19][C:20]1[CH:29]=[CH:28][C:23]([C:24]([O:26][CH3:27])=[O:25])=[CH:22][CH:21]=1. Given the product [C:1]([C:5]1[CH:9]=[C:8]([C:10]([CH3:13])([CH3:12])[CH3:11])[N:7]([CH2:19][C:20]2[CH:29]=[CH:28][C:23]([C:24]([O:26][CH3:27])=[O:25])=[CH:22][CH:21]=2)[N:6]=1)([CH3:4])([CH3:3])[CH3:2], predict the reactants needed to synthesize it. (5) Given the product [Cl:15][C:9]1[CH:10]=[CH:11][CH:12]=[C:13]([F:14])[C:8]=1[C:6]1[N:5]=[C:4]([NH:16][N:17]=[CH:18][C:19]2[CH:24]=[CH:23][C:22]([O:25][C:26]([F:27])([F:28])[F:29])=[CH:21][CH:20]=2)[N:3]=[C:2]([NH:39][CH2:40][C:41]2[CH:46]=[N:45][C:44]([Cl:47])=[CH:43][CH:42]=2)[N:7]=1, predict the reactants needed to synthesize it. The reactants are: Cl[C:2]1[N:7]=[C:6]([C:8]2[C:13]([F:14])=[CH:12][CH:11]=[CH:10][C:9]=2[Cl:15])[N:5]=[C:4]([NH:16][N:17]=[CH:18][C:19]2[CH:24]=[CH:23][C:22]([O:25][C:26]([F:29])([F:28])[F:27])=[CH:21][CH:20]=2)[N:3]=1.CCN(C(C)C)C(C)C.[NH2:39][CH2:40][C:41]1[CH:42]=[CH:43][C:44]([Cl:47])=[N:45][CH:46]=1. (6) Given the product [OH:34][CH2:33][CH2:32][C:29]1[CH:28]=[CH:27][C:26]([CH:25]2[CH2:24][CH2:23][N:22]([C:54]([O:56][C:57]([CH3:60])([CH3:59])[CH3:58])=[O:55])[CH2:21][CH:20]2[O:19][CH2:18][C:10]2[CH:9]=[C:8]([O:7][CH2:6][O:5][CH2:4][CH2:3][Si:2]([CH3:1])([CH3:62])[CH3:61])[C:17]3[C:12](=[CH:13][CH:14]=[CH:15][CH:16]=3)[CH:11]=2)=[CH:31][CH:30]=1, predict the reactants needed to synthesize it. The reactants are: [CH3:1][Si:2]([CH3:62])([CH3:61])[CH2:3][CH2:4][O:5][CH2:6][O:7][C:8]1[C:17]2[C:12](=[CH:13][CH:14]=[CH:15][CH:16]=2)[CH:11]=[C:10]([CH2:18][O:19][CH:20]2[CH:25]([C:26]3[CH:31]=[CH:30][C:29]([CH2:32][CH2:33][O:34]C(C4C=CC=CC=4)(C4C=CC=CC=4)C4C=CC=CC=4)=[CH:28][CH:27]=3)[CH2:24][CH2:23][N:22]([C:54]([O:56][C:57]([CH3:60])([CH3:59])[CH3:58])=[O:55])[CH2:21]2)[CH:9]=1.FC(F)(F)C(O)=O.FC(F)(F)C(OC(=O)C(F)(F)F)=O.C(N(CC)CC)C. (7) Given the product [F:1][C:2]1[CH:3]=[CH:4][C:5]([C:41]([F:43])([F:42])[F:44])=[C:6]([CH:40]=1)[C:7]([N:9]1[CH2:14][CH2:13][N:12]([C:15](=[O:39])[CH2:16][NH:17][C:18]([C:20]2[N:21]=[N:22][N:23]([C:25]3[CH:30]=[CH:29][CH:28]=[CH:27][C:26]=3[OH:31])[CH:24]=2)=[O:19])[CH2:11][CH2:10]1)=[O:8], predict the reactants needed to synthesize it. The reactants are: [F:1][C:2]1[CH:3]=[CH:4][C:5]([C:41]([F:44])([F:43])[F:42])=[C:6]([CH:40]=1)[C:7]([N:9]1[CH2:14][CH2:13][N:12]([C:15](=[O:39])[CH2:16][NH:17][C:18]([C:20]2[N:21]=[N:22][N:23]([C:25]3[CH:30]=[CH:29][CH:28]=[CH:27][C:26]=3[O:31]CC3C=CC=CC=3)[CH:24]=2)=[O:19])[CH2:11][CH2:10]1)=[O:8].NC1C=CC=CC=1O. (8) The reactants are: C([O:8][C@H:9]1[CH2:12][C@H:11]([O:13][C:14]2[CH:45]=[CH:44][C:17]([CH2:18][C@H:19]([C:37]([O:39][C:40]([CH3:43])([CH3:42])[CH3:41])=[O:38])[CH2:20][C@@H:21]([C:30]([O:32][C:33]([CH3:36])([CH3:35])[CH3:34])=[O:31])[NH:22][C:23]([O:25][C:26]([CH3:29])([CH3:28])[CH3:27])=[O:24])=[CH:16][CH:15]=2)[CH2:10]1)C1C=CC=CC=1. Given the product [OH:8][C@H:9]1[CH2:10][C@H:11]([O:13][C:14]2[CH:15]=[CH:16][C:17]([CH2:18][C@H:19]([C:37]([O:39][C:40]([CH3:43])([CH3:42])[CH3:41])=[O:38])[CH2:20][C@@H:21]([C:30]([O:32][C:33]([CH3:34])([CH3:35])[CH3:36])=[O:31])[NH:22][C:23]([O:25][C:26]([CH3:29])([CH3:28])[CH3:27])=[O:24])=[CH:44][CH:45]=2)[CH2:12]1, predict the reactants needed to synthesize it. (9) Given the product [F:40][C:37]1[CH:38]=[CH:39][C:34]([O:33][C:32]([N:13]2[CH2:14][CH2:15][N:10]3[C:9](=[O:16])[O:8][C:7]([C:1]4[CH:6]=[CH:5][CH:4]=[CH:3][CH:2]=4)([C:17]4[CH:18]=[CH:19][CH:20]=[CH:21][CH:22]=4)[CH:11]3[CH2:12]2)=[O:41])=[CH:35][CH:36]=1, predict the reactants needed to synthesize it. The reactants are: [C:1]1([C:7]2([C:17]3[CH:22]=[CH:21][CH:20]=[CH:19][CH:18]=3)[CH:11]3[CH2:12][NH:13][CH2:14][CH2:15][N:10]3[C:9](=[O:16])[O:8]2)[CH:6]=[CH:5][CH:4]=[CH:3][CH:2]=1.C(N(C(C)C)CC)(C)C.[C:32](Cl)(=[O:41])[O:33][C:34]1[CH:39]=[CH:38][C:37]([F:40])=[CH:36][CH:35]=1.